From a dataset of Peptide-MHC class II binding affinity with 134,281 pairs from IEDB. Regression. Given a peptide amino acid sequence and an MHC pseudo amino acid sequence, predict their binding affinity value. This is MHC class II binding data. (1) The peptide sequence is GELQIVDKFDAAFKI. The MHC is DRB1_0404 with pseudo-sequence DRB1_0404. The binding affinity (normalized) is 0.408. (2) The peptide sequence is NNQNFFWAVKPKVVR. The MHC is DRB3_0101 with pseudo-sequence DRB3_0101. The binding affinity (normalized) is 0.433. (3) The peptide sequence is AEHQAIVRDVLAASD. The MHC is HLA-DQA10102-DQB10602 with pseudo-sequence HLA-DQA10102-DQB10602. The binding affinity (normalized) is 0.332. (4) The peptide sequence is NAQRFGISNYCQI. The MHC is HLA-DQA10101-DQB10501 with pseudo-sequence HLA-DQA10101-DQB10501. The binding affinity (normalized) is 0.689.